From a dataset of Full USPTO retrosynthesis dataset with 1.9M reactions from patents (1976-2016). Predict the reactants needed to synthesize the given product. (1) Given the product [CH3:64][C:54]1[CH:59]=[CH:58][C:57]([S:60]([O:42][CH2:41][CH:38]2[CH2:37][C:36]3[C:35]([F:43])=[C:34]([F:44])[CH:33]=[C:32]([Br:31])[C:40]=3[O:39]2)(=[O:62])=[O:61])=[CH:56][CH:55]=1, predict the reactants needed to synthesize it. The reactants are: C(C1C(F)=C(F)C=C(Br)C=1O)C=C.ClC1C=C(C=CC=1)C(OO)=O.C(=O)([O-])[O-].[K+].[K+].[Br:31][C:32]1[C:40]2[O:39][CH:38]([CH2:41][OH:42])[CH2:37][C:36]=2[C:35]([F:43])=[C:34]([F:44])[CH:33]=1.C(N(C(C)C)CC)(C)C.[C:54]1([CH3:64])[CH:59]=[CH:58][C:57]([S:60](Cl)(=[O:62])=[O:61])=[CH:56][CH:55]=1. (2) Given the product [O:1]1[CH:5]=[CH:4][CH:3]=[C:2]1[C:6]1[CH:7]=[CH:8][C:9]2[N:10]([CH:12]=[C:13]([C:15]([OH:17])=[O:16])[N:14]=2)[CH:11]=1, predict the reactants needed to synthesize it. The reactants are: [O:1]1[CH:5]=[CH:4][CH:3]=[C:2]1[C:6]1[CH:7]=[CH:8][C:9]2[N:10]([CH:12]=[C:13]([C:15]([O:17]CC)=[O:16])[N:14]=2)[CH:11]=1.CC(C)(OC(NC1N=C(C2C=CC3N(C=C(C(O)=O)N=3)C=2)C=CC=1)=O)C. (3) Given the product [C:12]([O:11][C:9]([N:25]1[CH2:24][CH2:23][C:22]([CH:16]2[CH2:17][CH2:18][CH2:19][CH2:20][CH2:21]2)([CH2:28][OH:29])[CH2:27][CH2:26]1)=[O:10])([CH3:13])([CH3:14])[CH3:15], predict the reactants needed to synthesize it. The reactants are: [C:9](O[C:9]([O:11][C:12]([CH3:15])([CH3:14])[CH3:13])=[O:10])([O:11][C:12]([CH3:15])([CH3:14])[CH3:13])=[O:10].[CH:16]1([C:22]2([CH2:28][OH:29])[CH2:27][CH2:26][NH:25][CH2:24][CH2:23]2)[CH2:21][CH2:20][CH2:19][CH2:18][CH2:17]1.C(N(CC)CC)C.